Binary Classification. Given a drug SMILES string, predict its activity (active/inactive) in a high-throughput screening assay against a specified biological target. From a dataset of HIV replication inhibition screening data with 41,000+ compounds from the AIDS Antiviral Screen. (1) The molecule is O=C(NC(CCCCN1C(=O)c2ccccc2C1=O)P(=O)(Oc1ccccc1)Oc1ccccc1)OCc1ccccc1. The result is 0 (inactive). (2) The compound is CCCNC(=O)c1sc(SC)nc1NC(=O)c1ccc(OC)cc1. The result is 0 (inactive). (3) The result is 0 (inactive). The compound is Cc1cc(C(=O)CSC(=S)SC(C)(C)C)ccc1Cl.